From a dataset of Peptide-MHC class II binding affinity with 134,281 pairs from IEDB. Regression. Given a peptide amino acid sequence and an MHC pseudo amino acid sequence, predict their binding affinity value. This is MHC class II binding data. The peptide sequence is PAKNIYSFNEIVALW. The MHC is DRB5_0101 with pseudo-sequence DRB5_0101. The binding affinity (normalized) is 0.246.